The task is: Predict the reactants needed to synthesize the given product.. This data is from Full USPTO retrosynthesis dataset with 1.9M reactions from patents (1976-2016). (1) Given the product [NH2:14][C:7]1[C:8]([C:10]([O:12][CH3:13])=[O:11])=[N:9][C:4]([O:3][CH2:1][CH3:2])=[CH:5][CH:6]=1, predict the reactants needed to synthesize it. The reactants are: [CH2:1]([O:3][C:4]1[N:9]=[C:8]([C:10]([O:12][CH3:13])=[O:11])[C:7]([N+:14]([O-])=O)=[CH:6][CH:5]=1)[CH3:2].[Cl-].[NH4+]. (2) Given the product [C:1]([O:5][C:6]([N:8]1[CH2:13][CH2:12][N:11]([C:14]2[CH:27]=[CH:16][C:17]([C:20]3[CH:21]=[CH:22][C:23]([F:26])=[CH:24][CH:25]=3)=[CH:18][N:19]=2)[CH2:10][CH2:9]1)=[O:7])([CH3:2])([CH3:3])[CH3:4], predict the reactants needed to synthesize it. The reactants are: [C:1]([O:5][C:6]([N:8]1[CH2:13][CH2:12][N:11]([C:14]2[N:19]=[CH:18][C:17]([C:20]3[CH:25]=[CH:24][C:23]([F:26])=[CH:22][CH:21]=3)=[CH:16]N=2)[CH2:10][CH2:9]1)=[O:7])([CH3:4])([CH3:3])[CH3:2].[C:27](OC(N1CCN(C2C=CC(Br)=CN=2)CC1)=O)(C)(C)C.FC1C=CC(B(O)O)=CC=1.